This data is from Forward reaction prediction with 1.9M reactions from USPTO patents (1976-2016). The task is: Predict the product of the given reaction. (1) Given the reactants [Cl:1][C:2]1[C:11]2[C:6](=[CH:7][CH:8]=[CH:9][CH:10]=2)[CH:5]=[CH:4][C:3]=1[S:12]([CH2:15][CH2:16][NH:17][CH2:18][C:19]1[O:20][CH:21]=[CH:22][CH:23]=1)(=[O:14])=[O:13].[Cl:24]C1OC(CNCCSC2C=CC3C(=CC=CC=3)C=2Cl)=CC=1, predict the reaction product. The product is: [Cl:24][C:21]1[O:20][C:19]([CH2:18][NH:17][CH2:16][CH2:15][S:12]([C:3]2[CH:4]=[CH:5][C:6]3[C:11](=[CH:10][CH:9]=[CH:8][CH:7]=3)[C:2]=2[Cl:1])(=[O:14])=[O:13])=[CH:23][CH:22]=1. (2) Given the reactants [Cl:1][C:2]1[N:7]=[C:6](Cl)[CH:5]=[CH:4][N:3]=1.[CH3:9][C:10]1[CH:16]=[CH:15][C:14]([CH3:17])=[CH:13][C:11]=1[NH2:12].C(N(CC)CC)C, predict the reaction product. The product is: [CH3:14][CH2:13][CH2:11][CH:10]([CH3:16])[CH3:9].[Cl:1][C:2]1[N:7]=[C:6]([NH:12][C:11]2[CH:13]=[C:14]([CH3:17])[CH:15]=[CH:16][C:10]=2[CH3:9])[CH:5]=[CH:4][N:3]=1. (3) Given the reactants [Cl:1][C:2]1[CH:7]=[CH:6][C:5]([CH:8]2[N:12]([C:13]3[CH:18]=[CH:17][CH:16]=[CH:15][N:14]=3)[N:11]=[C:10]([C:19]3[S:20][CH:21]=[CH:22][C:23]=3[Cl:24])[CH2:9]2)=[CH:4][CH:3]=1.N(C1C=CC=CN=1)N, predict the reaction product. The product is: [Cl:1][C:2]1[CH:7]=[CH:6][C:5]([C:8]2[N:12]([C:13]3[CH:18]=[CH:17][CH:16]=[CH:15][N:14]=3)[N:11]=[C:10]([C:19]3[S:20][CH:21]=[CH:22][C:23]=3[Cl:24])[CH:9]=2)=[CH:4][CH:3]=1.